Task: Predict which catalyst facilitates the given reaction.. Dataset: Catalyst prediction with 721,799 reactions and 888 catalyst types from USPTO (1) Reactant: [NH2:1][C:2]1[N:7]=[CH:6][N:5]=[C:4]2[N:8]([CH2:12][C@H:13]3[CH2:17][CH2:16][CH2:15][N:14]3[C:18]([O:20][C:21]([CH3:24])([CH3:23])[CH3:22])=[O:19])[N:9]=[C:10](I)[C:3]=12.[F:25][C:26]1[CH:27]=[C:28]([CH:45]=[C:46]([F:48])[CH:47]=1)[O:29][C:30]1[CH:35]=[CH:34][C:33](B2OC(C)(C)C(C)(C)O2)=[CH:32][CH:31]=1.O1CCOCC1.C(=O)([O-])[O-].[Na+].[Na+]. Product: [NH2:1][C:2]1[N:7]=[CH:6][N:5]=[C:4]2[N:8]([CH2:12][C@H:13]3[CH2:17][CH2:16][CH2:15][N:14]3[C:18]([O:20][C:21]([CH3:24])([CH3:23])[CH3:22])=[O:19])[N:9]=[C:10]([C:33]3[CH:32]=[CH:31][C:30]([O:29][C:28]4[CH:45]=[C:46]([F:48])[CH:47]=[C:26]([F:25])[CH:27]=4)=[CH:35][CH:34]=3)[C:3]=12. The catalyst class is: 6. (2) Reactant: N1C=CN=C1.[Si:6](Cl)([C:19]([CH3:22])([CH3:21])[CH3:20])([C:13]1[CH:18]=[CH:17][CH:16]=[CH:15][CH:14]=1)[C:7]1[CH:12]=[CH:11][CH:10]=[CH:9][CH:8]=1.[OH:24][CH2:25][CH:26]1[CH2:31][CH2:30][CH2:29][NH:28][C:27]1=[O:32].O. Product: [Si:6]([O:24][CH2:25][CH:26]1[CH2:31][CH2:30][CH2:29][NH:28][C:27]1=[O:32])([C:19]([CH3:22])([CH3:21])[CH3:20])([C:13]1[CH:18]=[CH:17][CH:16]=[CH:15][CH:14]=1)[C:7]1[CH:12]=[CH:11][CH:10]=[CH:9][CH:8]=1. The catalyst class is: 3.